This data is from Full USPTO retrosynthesis dataset with 1.9M reactions from patents (1976-2016). The task is: Predict the reactants needed to synthesize the given product. Given the product [C:1]([O:4][C:5]1[CH:10]=[CH:9][CH:8]=[C:7]([O:11][CH3:13])[C:6]=1[CH3:12])(=[O:3])[CH3:2], predict the reactants needed to synthesize it. The reactants are: [C:1]([O:4][C:5]1[CH:10]=[CH:9][CH:8]=[C:7]([OH:11])[C:6]=1[CH3:12])(=[O:3])[CH3:2].[C:13](=O)([O-])[O-].[K+].[K+].CI.C1(C)C=CC=CC=1.